This data is from Forward reaction prediction with 1.9M reactions from USPTO patents (1976-2016). The task is: Predict the product of the given reaction. (1) Given the reactants [F:1][C:2]([F:25])([F:24])[C:3]1[CH:8]=[CH:7][C:6]([N:9]2[CH2:22][CH2:21][C:11]3([CH2:20][CH2:19][C:14]4(OCC[O:15]4)[CH2:13][CH2:12]3)[C:10]2=[O:23])=[CH:5][CH:4]=1, predict the reaction product. The product is: [F:25][C:2]([F:1])([F:24])[C:3]1[CH:8]=[CH:7][C:6]([N:9]2[CH2:22][CH2:21][C:11]3([CH2:12][CH2:13][C:14](=[O:15])[CH2:19][CH2:20]3)[C:10]2=[O:23])=[CH:5][CH:4]=1. (2) Given the reactants [H][H].[C:3]1([C:9](=[C:12]([C:19]2[CH:24]=[CH:23][CH:22]=[CH:21][CH:20]=2)[C:13]2[CH:18]=[CH:17][CH:16]=[CH:15][CH:14]=2)[C:10]#[N:11])[CH:8]=[CH:7][CH:6]=[CH:5][CH:4]=1.[Br:25]C1C=CC(C#N)=CC=1.C(C1C=CC=CC=1)(=O)C1C=CC=CC=1, predict the reaction product. The product is: [Br:25][C:6]1[CH:5]=[CH:4][C:3]([C:9](=[C:12]([C:13]2[CH:14]=[CH:15][CH:16]=[CH:17][CH:18]=2)[C:19]2[CH:20]=[CH:21][CH:22]=[CH:23][CH:24]=2)[C:10]#[N:11])=[CH:8][CH:7]=1. (3) Given the reactants [Br:1][C:2]1[C:10]2[C:5](=[CH:6][C:7]([N+:13]([O-:15])=[O:14])=[C:8]([CH2:11]Br)[CH:9]=2)[N:4]([C:16]([C:29]2[CH:34]=[CH:33][CH:32]=[CH:31][CH:30]=2)([C:23]2[CH:28]=[CH:27][CH:26]=[CH:25][CH:24]=2)[C:17]2[CH:22]=[CH:21][CH:20]=[CH:19][CH:18]=2)[N:3]=1.[C:35]([O:38][K])([CH3:37])=[O:36], predict the reaction product. The product is: [C:35]([O:38][CH2:11][C:8]1[CH:9]=[C:10]2[C:5](=[CH:6][C:7]=1[N+:13]([O-:15])=[O:14])[N:4]([C:16]([C:17]1[CH:22]=[CH:21][CH:20]=[CH:19][CH:18]=1)([C:29]1[CH:30]=[CH:31][CH:32]=[CH:33][CH:34]=1)[C:23]1[CH:28]=[CH:27][CH:26]=[CH:25][CH:24]=1)[N:3]=[C:2]2[Br:1])(=[O:36])[CH3:37]. (4) Given the reactants C[O:2][C:3]([C:5]1[CH:10]=[CH:9][C:8]([CH:11]([F:13])[F:12])=[CH:7][N:6]=1)=[O:4].[OH-].[Na+], predict the reaction product. The product is: [F:13][CH:11]([F:12])[C:8]1[CH:9]=[CH:10][C:5]([C:3]([OH:4])=[O:2])=[N:6][CH:7]=1. (5) The product is: [CH3:34][N:33]1[C:29]([C:27]([NH:26][C:22]2[CH:21]=[C:20]([C:19]#[C:18][C:16]3[CH:15]=[N:14][CH:13]=[C:12]([CH:17]=3)[C:10]([N:9]=[S@@:7]([CH2:3][C:4]([NH:45][CH2:44][CH2:43][OH:42])=[O:5])(=[O:8])[C:36]3[CH:41]=[CH:40][CH:39]=[CH:38][CH:37]=3)=[O:11])[CH:25]=[CH:24][CH:23]=2)=[O:28])=[CH:30][C:31]([CH3:35])=[N:32]1. Given the reactants C([C@H:3]([S:7]([C:36]1[CH:41]=[CH:40][CH:39]=[CH:38][CH:37]=1)(=[N:9][C:10]([C:12]1[CH:13]=[N:14][CH:15]=[C:16]([C:18]#[C:19][C:20]2[CH:25]=[CH:24][CH:23]=[C:22]([NH:26][C:27]([C:29]3[N:33]([CH3:34])[N:32]=[C:31]([CH3:35])[CH:30]=3)=[O:28])[CH:21]=2)[CH:17]=1)=[O:11])=[O:8])[C:4]([O-])=[O:5])C.[OH:42][CH2:43][CH2:44][NH2:45], predict the reaction product. (6) The product is: [Cl:22][C:23]1[CH:24]=[C:25]([CH:28]=[C:29]([O:31][C:32]2[C:37](=[O:38])[N:36]([CH2:9][C:6]3[N:7]=[N:8][C:3]([O:2][CH3:1])=[CH:4][CH:5]=3)[CH:35]=[N:34][C:33]=2[C:39]([F:40])([F:41])[F:42])[CH:30]=1)[C:26]#[N:27]. Given the reactants [CH3:1][O:2][C:3]1[N:8]=[N:7][C:6]([CH2:9]O)=[CH:5][CH:4]=1.C(OCC)(=O)C.CS(Cl)(=O)=O.[Cl:22][C:23]1[CH:24]=[C:25]([CH:28]=[C:29]([O:31][C:32]2[C:37](=[O:38])[NH:36][CH:35]=[N:34][C:33]=2[C:39]([F:42])([F:41])[F:40])[CH:30]=1)[C:26]#[N:27].CCN(CC)CC.CS(OCC1N=NC(OC)=CC=1)(=O)=O, predict the reaction product.